From a dataset of Catalyst prediction with 721,799 reactions and 888 catalyst types from USPTO. Predict which catalyst facilitates the given reaction. (1) Reactant: [NH2:1][C:2]1[C:7]2=[CH:8][CH:9]=[C:10]([C:11](=[O:14])[CH2:12]Cl)[N:6]2[N:5]=[CH:4][N:3]=1.C([O-])([O-])=O.[K+].[K+].[I-].[K+].[CH2:23]([N:30]1[CH2:35][CH2:34][NH:33][CH:32]([CH2:36][O:37][Si:38]([C:41]([CH3:44])([CH3:43])[CH3:42])([CH3:40])[CH3:39])[CH2:31]1)[C:24]1[CH:29]=[CH:28][CH:27]=[CH:26][CH:25]=1. Product: [NH2:1][C:2]1[C:7]2=[CH:8][CH:9]=[C:10]([C:11](=[O:14])[CH2:12][N:33]3[CH2:34][CH2:35][N:30]([CH2:23][C:24]4[CH:29]=[CH:28][CH:27]=[CH:26][CH:25]=4)[CH2:31][CH:32]3[CH2:36][O:37][Si:38]([C:41]([CH3:44])([CH3:43])[CH3:42])([CH3:39])[CH3:40])[N:6]2[N:5]=[CH:4][N:3]=1. The catalyst class is: 3. (2) Reactant: [CH3:1][O:2][C:3]1[CH:13]=[CH:12][C:6]2[CH2:7][CH2:8][NH:9][CH2:10][CH2:11][C:5]=2[CH:4]=1.[N:14]([C:17]1[CH:25]=[CH:24][CH:23]=[CH:22][C:18]=1C(O)=O)=[N+:15]=[N-:16].CCN=C=NCCCN(C)C.Cl.CCN(C(C)C)C(C)C.C1C[O:50][CH2:49]C1. Product: [N:14]([C:17]1[CH:18]=[CH:22][C:23]([C:49]([N:9]2[CH2:10][CH2:11][C:5]3[CH:4]=[C:3]([O:2][CH3:1])[CH:13]=[CH:12][C:6]=3[CH2:7][CH2:8]2)=[O:50])=[CH:24][CH:25]=1)=[N+:15]=[N-:16]. The catalyst class is: 142. (3) Reactant: [CH3:1][O:2][C:3]1[CH:15]=[CH:14][C:6]([CH2:7][C:8]2[S:12][C:11]([NH2:13])=[N:10][CH:9]=2)=[CH:5][CH:4]=1.N1[CH:21]=[CH:20][CH:19]=[C:18]([CH2:22][CH2:23][C:24]([OH:26])=O)[CH:17]=1.[CH:27]1C=CC2N(O)N=NC=2C=1.CCN(CC)CC. Product: [CH3:1][O:2][C:3]1[CH:4]=[CH:5][C:6]([CH2:7][C:8]2[S:12][C:11]([NH:13][C:24](=[O:26])[CH2:23][CH2:22][C:18]3[CH:17]=[CH:27][CH:21]=[CH:20][CH:19]=3)=[N:10][CH:9]=2)=[CH:14][CH:15]=1. The catalyst class is: 3. (4) Reactant: N[CH2:2][CH2:3]S(O)(=O)=O.[CH3:8][C:9]1[N+](CC2C(N)=NC(C)=NC=2)=CS[C:10]=1[CH2:23][CH2:24][OH:25].[N+]([O-])([O-])=[O:27].C([O-])(=O)[C:31]1[CH:36]=[CH:35][CH:34]=CC=1.[Na+].C(O)(=O)[CH2:41][C:42](CC(O)=O)([C:44](O)=O)[OH:43].Cl. Product: [C:10]1([CH:9]=[CH:8][C:3]2[CH:2]=[CH:34][C:35]([OH:27])=[CH:36][CH:31]=2)[CH:23]=[C:24]([OH:25])[CH:44]=[C:42]([OH:43])[CH:41]=1. The catalyst class is: 40. (5) Reactant: [H-].[Na+].[Cl:3][C:4]1[CH:5]=[N:6][CH:7]=[C:8]([Cl:25])[C:9]=1[NH:10][C:11]1[C:20]2[C:15](=[C:16]([OH:23])[C:17]([O:21][CH3:22])=[CH:18][CH:19]=2)[NH:14][C:13](=[O:24])[CH:12]=1.Br[CH2:27][CH2:28][CH2:29][CH2:30][CH2:31][C:32]([O:34][CH2:35][CH3:36])=[O:33]. Product: [Cl:3][C:4]1[CH:5]=[N:6][CH:7]=[C:8]([Cl:25])[C:9]=1[NH:10][C:11]1[C:20]2[C:15](=[C:16]([O:23][CH2:27][CH2:28][CH2:29][CH2:30][CH2:31][C:32]([O:34][CH2:35][CH3:36])=[O:33])[C:17]([O:21][CH3:22])=[CH:18][CH:19]=2)[NH:14][C:13](=[O:24])[CH:12]=1. The catalyst class is: 16. (6) Reactant: [Cl:1][C:2]1[C:7]([I:8])=[CH:6][C:5]([NH:9][CH:10]([CH3:14])[C:11]([OH:13])=O)=[C:4]([O:15][CH3:16])[CH:3]=1.[N:17]1([CH:23]2[CH2:26][N:25]([C:27]([O:29][C:30]([CH3:33])([CH3:32])[CH3:31])=[O:28])[CH2:24]2)[CH2:22][CH2:21][NH:20][CH2:19][CH2:18]1.CCN=C=NCCCN(C)C.Cl.C1C=CC2N(O)N=NC=2C=1.CCN(CC)CC. Product: [Cl:1][C:2]1[C:7]([I:8])=[CH:6][C:5]([NH:9][CH:10]([CH3:14])[C:11]([N:20]2[CH2:21][CH2:22][N:17]([CH:23]3[CH2:24][N:25]([C:27]([O:29][C:30]([CH3:33])([CH3:32])[CH3:31])=[O:28])[CH2:26]3)[CH2:18][CH2:19]2)=[O:13])=[C:4]([O:15][CH3:16])[CH:3]=1. The catalyst class is: 3. (7) Reactant: [C:1]1([N:7]2[C:19]3[CH:18]=[CH:17][CH:16]=[CH:15][C:14]=3[C:13]3[C:8]2=[CH:9][CH:10]=[CH:11][CH:12]=3)[CH:6]=[CH:5][CH:4]=[CH:3][CH:2]=1.[Br:20]N1C(=O)CCC1=O.C1(C)C=CC=CC=1. Product: [Br:20][C:16]1[CH:17]=[CH:18][C:19]2[N:7]([C:1]3[CH:2]=[CH:3][CH:4]=[CH:5][CH:6]=3)[C:8]3[C:13]([C:14]=2[CH:15]=1)=[CH:12][CH:11]=[CH:10][CH:9]=3. The catalyst class is: 413.